This data is from Catalyst prediction with 721,799 reactions and 888 catalyst types from USPTO. The task is: Predict which catalyst facilitates the given reaction. (1) Reactant: [Cl:1][C:2]1[CH:10]=[CH:9][C:5]([C:6]([NH2:8])=[O:7])=[C:4]([O:11][CH3:12])[CH:3]=1.Cl[C:14]([S:16]Cl)=[O:15].O. Product: [Cl:1][C:2]1[CH:10]=[CH:9][C:5]([C:6]2[O:7][C:14](=[O:15])[S:16][N:8]=2)=[C:4]([O:11][CH3:12])[CH:3]=1. The catalyst class is: 11. (2) Reactant: C([Li])CCC.C(NC(C)C)(C)C.[CH3:13][N:14]1[C:19](=[O:20])[C:18]2[CH:21]=[C:22]([CH2:24][C:25]3[C:34]4[C:29](=[CH:30][CH:31]=[CH:32][CH:33]=4)[CH:28]=[CH:27][CH:26]=3)[S:23][C:17]=2[N:16]([CH2:35][CH:36]([CH3:38])[CH3:37])[C:15]1=[O:39].CC1C=C[C:44]([S:47](OCCCO[Si](C)(C)C(C)(C)C)(=O)=S)=[CH:43][CH:42]=1.[OH2:62].[F-].C([N+](CCCC)(CCCC)CCCC)CCC. Product: [OH:62][CH2:42][CH2:43][CH2:44][S:47][C:21]1[C:18]2[C:19](=[O:20])[N:14]([CH3:13])[C:15](=[O:39])[N:16]([CH2:35][CH:36]([CH3:37])[CH3:38])[C:17]=2[S:23][C:22]=1[CH2:24][C:25]1[C:34]2[C:29](=[CH:30][CH:31]=[CH:32][CH:33]=2)[CH:28]=[CH:27][CH:26]=1. The catalyst class is: 30. (3) Product: [CH2:1]([O:8][C:9]([NH:10][C@@H:11]1[CH2:19][CH2:18][CH2:17][C:16]2[N:15]([CH2:20][CH2:21][O:22][S:25]([CH3:24])(=[O:27])=[O:26])[N:14]=[CH:13][C:12]1=2)=[O:23])[C:2]1[CH:7]=[CH:6][CH:5]=[CH:4][CH:3]=1. The catalyst class is: 272. Reactant: [CH2:1]([O:8][C:9](=[O:23])[NH:10][C@@H:11]1[CH2:19][CH2:18][CH2:17][C:16]2[N:15]([CH2:20][CH2:21][OH:22])[N:14]=[CH:13][C:12]1=2)[C:2]1[CH:7]=[CH:6][CH:5]=[CH:4][CH:3]=1.[CH3:24][S:25](Cl)(=[O:27])=[O:26]. (4) Reactant: Br[C:2]1[C:10]2[C:5](=[CH:6][CH:7]=[CH:8][C:9]=2[N+:11]([O-:13])=[O:12])[N:4]([CH2:14][CH3:15])[N:3]=1.[CH3:16][C:17]1[CH:22]=[CH:21][C:20](B(O)O)=[CH:19][CH:18]=1.C(=O)([O-])[O-].[Na+].[Na+].O. Product: [CH2:14]([N:4]1[C:5]2[C:10](=[C:9]([N+:11]([O-:13])=[O:12])[CH:8]=[CH:7][CH:6]=2)[C:2]([C:20]2[CH:21]=[CH:22][C:17]([CH3:16])=[CH:18][CH:19]=2)=[N:3]1)[CH3:15]. The catalyst class is: 57. (5) Reactant: [Cl:1][C:2]1[CH:8]=[CH:7][C:5]([NH2:6])=[CH:4][CH:3]=1.[CH3:9][N:10]1[C:14]([CH3:15])=[C:13]([S:16]([N:19]2[CH2:24][CH2:23][C:22](=O)[CH2:21][CH2:20]2)(=[O:18])=[O:17])[C:12]([CH3:26])=[N:11]1.[C:27](O)(=O)C.C(O[BH-](OC(=O)C)OC(=O)C)(=O)C.[Na+].C=O. Product: [Cl:1][C:2]1[CH:8]=[CH:7][C:5]([NH:6][CH2:27][CH:22]2[CH2:23][CH2:24][N:19]([S:16]([C:13]3[C:12]([CH3:26])=[N:11][N:10]([CH3:9])[C:14]=3[CH3:15])(=[O:18])=[O:17])[CH2:20][CH2:21]2)=[CH:4][CH:3]=1. The catalyst class is: 417.